Dataset: Reaction yield outcomes from USPTO patents with 853,638 reactions. Task: Predict the reaction yield, written as a fraction of the theoretical maximum amount of product (1.0 means a 100% yield; for example, 0.34 means a 34% yield). (1) The catalyst is O1CCCC1. The product is [Cl:1][C:2]1[CH:3]=[C:4]([C:9]2[O:13][N:12]=[CH:11][C:10]=2[CH2:14][CH2:15][CH2:16][OH:17])[CH:5]=[CH:6][C:7]=1[F:8]. The yield is 0.950. The reactants are [Cl:1][C:2]1[CH:3]=[C:4]([C:9]2[O:13][N:12]=[CH:11][C:10]=2[CH2:14][CH2:15][C:16](OC)=[O:17])[CH:5]=[CH:6][C:7]=1[F:8].[H-].C([Al+]CC(C)C)C(C)C.Cl. (2) The reactants are [CH2:1]([O:3][C:4](=[O:21])[CH2:5][NH:6][CH:7]([C:14]1[CH:19]=[CH:18][C:17]([Cl:20])=[CH:16][CH:15]=1)[C:8]1[CH:13]=[CH:12][CH:11]=[CH:10][CH:9]=1)[CH3:2].C(N(C(C)C)C(C)C)C.Cl[C:32]([O:34][CH2:35][CH:36]=[CH2:37])=[O:33]. The catalyst is C(Cl)Cl. The product is [CH2:1]([O:3][C:4](=[O:21])[CH2:5][N:6]([C:32]([O:34][CH2:35][CH:36]=[CH2:37])=[O:33])[CH:7]([C:14]1[CH:15]=[CH:16][C:17]([Cl:20])=[CH:18][CH:19]=1)[C:8]1[CH:13]=[CH:12][CH:11]=[CH:10][CH:9]=1)[CH3:2]. The yield is 0.780. (3) The reactants are [Cl:1][C:2]1[CH:7]=[CH:6][C:5]([C:8](=[CH2:13])[C:9]([O:11][CH3:12])=[O:10])=[CH:4][CH:3]=1.C1COCC1.[C:19]([NH2:23])([CH3:22])([CH3:21])[CH3:20]. The catalyst is C(O)C. The product is [C:19]([NH:23][CH2:13][CH:8]([C:5]1[CH:4]=[CH:3][C:2]([Cl:1])=[CH:7][CH:6]=1)[C:9]([O:11][CH3:12])=[O:10])([CH3:22])([CH3:21])[CH3:20]. The yield is 0.930. (4) The catalyst is OS(O)(=O)=O. The product is [N+:11]([C:7]1[CH:8]=[C:9]2[C:4]([CH2:3][CH2:2][C:1]2=[O:10])=[CH:5][CH:6]=1)([O-:13])=[O:12]. The reactants are [C:1]1(=[O:10])[C:9]2[C:4](=[CH:5][CH:6]=[CH:7][CH:8]=2)[CH2:3][CH2:2]1.[N+:11]([O-])([O-:13])=[O:12].[K+]. The yield is 0.610.